This data is from Experimentally validated miRNA-target interactions with 360,000+ pairs, plus equal number of negative samples. The task is: Binary Classification. Given a miRNA mature sequence and a target amino acid sequence, predict their likelihood of interaction. (1) The miRNA is mmu-miR-378a-5p with sequence CUCCUGACUCCAGGUCCUGUGU. The protein sequence of the target gene is MERRRITSAARRSYVSSGEMMVGGLAPGRRLGPGTRLSLARMPPPLPTRVDFSLAGALNAGFKETRASERAEMMELNDRFASYIEKVRFLEQQNKALAAELNQLRAKEPTKLADVYQAELRELRLRLDQLTANSARLEVERDNLAQDLATVRQKLQDETNLRLEAENNLAAYRQEADEATLARLDLERKIESLEEEIRFLRKIHEEEVRELQEQLARQQVHVELDVAKPDLTAALKEIRTQYEAMASSNMHEAEEWYRSKFADLTDAAARNAELLRQAKHEANDYRRQLQSLTCDLESLR.... Result: 0 (no interaction). (2) The miRNA is hsa-miR-6806-3p with sequence UGAAGCUCUGACAUUCCUGCAG. The protein sequence of the target gene is MGKGDPNKPRGKMSSYAFFVQTCREEHKKKHPDSSVNFAEFSKKCSERWKTMSAKEKSKFEDMAKSDKARYDREMKNYVPPKGDKKGKKKDPNAPKRPPSAFFLFCSEHRPKIKSEHPGLSIGDTAKKLGEMWSEQSAKDKQPYEQKAAKLKEKYEKDIAAYRAKGKSEAGKKGPGRPTGSKKKNEPEDEEEEEEEEDEDEEEEDEDEE. Result: 1 (interaction). (3) The miRNA is mmu-miR-29a-3p with sequence UAGCACCAUCUGAAAUCGGUUA. The protein sequence of the target gene is MAGEENFKEELRSQDASRNLNQHEVAGHPHSWSLEMLLRRLRAVHTKQDDKFANLLDAVGEFGTFQQRLVALTFIPSIMSAFFMFADHFVFTAQKPYCNTSWILAVGPHLSKAEQLNLTIPQAPNGSFLTCFMYLPVPWNLDSIIQFGLNDTDTCQDGWIYPDAKKRSLINEFDLVCGMETKKDTAQIMFMAGLPIGSLIFRLITDKMGRYPAILLSLLGLIIFGFGTAFMNSFHLYLFFRFGISQSVVGYAISSISLATEWLVGEHRAHAIILGHCFFAVGAVLLTGIAYSLPHWQLLF.... Result: 0 (no interaction). (4) The miRNA is mmu-miR-669o-3p with sequence ACAUAACAUACACACACACGUAU. The protein sequence of the target gene is MWPLAAALLLGSCCCGSAQLLFSNVNSIEFTSCNETVVIPCIVRNVEAQSTEEMFVKWKLNKSYIFIYDGNKNSTTTDQNFTSAKISVSDLINGIASLKMDKRDAMVGNYTCEVTELSREGKTVIELKNRTVSWFSPNEKILIVIFPILAILLFWGKFGILTLKYKSSHTNKRIILLLVAGLVLTVIVVVGAILLIPGEKPVKNASGLGLIVISTGILILLQYNVFMTAFGMTSFTIAILITQVLGYVLALVGLCLCIMACEPVHGPLLISGLGIIALAELLGLVYMKFVASNQRTIQPP.... Result: 1 (interaction). (5) The miRNA is hsa-miR-24-3p with sequence UGGCUCAGUUCAGCAGGAACAG. The protein sequence of the target gene is MGAPFVWALGLLMLQMLLFVAGEQGTQDITDASERGLHMQKLGSGSVQAALAELVALPCLFTLQPRPSAARDAPRIKWTKVRTASGQRQDLPILVAKDNVVRVAKSWQGRVSLPSYPRRRANATLLLGPLRASDSGLYRCQVVRGIEDEQDLVPLEVTGVVFHYRSARDRYALTFAEAQEACRLSSAIIAAPRHLQAAFEDGFDNCDAGWLSDRTVRYPITQSRPGCYGDRSSLPGVRSYGRRNPQELYDVYCFARELGGEVFYVGPARRLTLAGARAQCRRQGAALASVGQLHLAWHEG.... Result: 1 (interaction).